From a dataset of Forward reaction prediction with 1.9M reactions from USPTO patents (1976-2016). Predict the product of the given reaction. (1) Given the reactants [CH:1]1[C:10]2[C:5](=[CH:6][CH:7]=[CH:8][CH:9]=2)[CH2:4][CH2:3][N:2]=1.B(F)(F)F.CCOCC.[Li]CCCC.CCCCCC.Br[C:32]1[CH:33]=[C:34]([CH:37]2[O:41][CH2:40][CH2:39][O:38]2)[S:35][CH:36]=1.S1C=CC=C1, predict the reaction product. The product is: [O:38]1[CH2:39][CH2:40][O:41][CH:37]1[C:34]1[S:35][CH:36]=[C:32]([CH:1]2[C:10]3[C:5](=[CH:6][CH:7]=[CH:8][CH:9]=3)[CH2:4][CH2:3][NH:2]2)[CH:33]=1. (2) Given the reactants [NH:1]1[C:10]2[C:5](=[CH:6][CH:7]=[CH:8][CH:9]=2)[C:4](=[O:11])[CH2:3][CH2:2]1.[CH3:12][S:13](Cl)(=[O:15])=[O:14], predict the reaction product. The product is: [CH3:12][S:13]([N:1]1[C:10]2[C:5](=[CH:6][CH:7]=[CH:8][CH:9]=2)[C:4](=[O:11])[CH2:3][CH2:2]1)(=[O:15])=[O:14].